Dataset: Full USPTO retrosynthesis dataset with 1.9M reactions from patents (1976-2016). Task: Predict the reactants needed to synthesize the given product. (1) Given the product [Cl:32][C:18]1[C:19]([NH:21][C:22]2[CH:31]=[CH:30][CH:29]=[CH:28][C:23]=2[C:24]([NH:26][CH3:27])=[O:25])=[N:20][C:15]([NH:14][C:4]2[CH:3]=[C:2]3[C:7](=[CH:6][CH:5]=2)[CH:8]2[CH2:12][CH2:13][CH:1]3[CH2:11][N:10]([CH2:42][CH2:41][O:40][CH3:39])[CH2:9]2)=[N:16][CH:17]=1, predict the reactants needed to synthesize it. The reactants are: [CH:1]12[CH2:13][CH2:12][CH:8]([CH2:9][NH:10][CH2:11]1)[C:7]1[C:2]2=[CH:3][C:4]([NH:14][C:15]2[N:20]=[C:19]([NH:21][C:22]3[CH:31]=[CH:30][CH:29]=[CH:28][C:23]=3[C:24]([NH:26][CH3:27])=[O:25])[C:18]([Cl:32])=[CH:17][N:16]=2)=[CH:5][CH:6]=1.C(=O)([O-])[O-].[Cs+].[Cs+].[CH3:39][O:40][CH2:41][CH2:42]Br. (2) Given the product [Si:1]([O:8][C:9]([CH3:22])([CH3:21])[C@H:10]([NH:20][C:31]1[C:40]2[C:35](=[CH:36][CH:37]=[CH:38][CH:39]=2)[N:34]=[CH:33][C:32]=1[N+:41]([O-:43])=[O:42])[CH2:11][O:12][Si:13]([C:16]([CH3:19])([CH3:18])[CH3:17])([CH3:14])[CH3:15])([C:4]([CH3:7])([CH3:6])[CH3:5])([CH3:3])[CH3:2], predict the reactants needed to synthesize it. The reactants are: [Si:1]([O:8][C:9]([CH3:22])([CH3:21])[C@H:10]([NH2:20])[CH2:11][O:12][Si:13]([C:16]([CH3:19])([CH3:18])[CH3:17])([CH3:15])[CH3:14])([C:4]([CH3:7])([CH3:6])[CH3:5])([CH3:3])[CH3:2].C(N(CC)CC)C.Cl[C:31]1[C:40]2[C:35](=[CH:36][CH:37]=[CH:38][CH:39]=2)[N:34]=[CH:33][C:32]=1[N+:41]([O-:43])=[O:42].C(OCC)(=O)C.C(Cl)Cl. (3) Given the product [Cl:1][C:2]1[CH:27]=[CH:26][C:25]([Cl:28])=[CH:24][C:3]=1[O:4][C:5]1[C:10]([C:11]([N:13]2[C:22]3[C:17](=[CH:18][CH:19]=[CH:20][CH:21]=3)[CH:16]([N:33]3[CH2:34][C:31]([F:35])([F:30])[CH2:32]3)[CH2:15][CH2:14]2)=[O:12])=[CH:9][CH:8]=[CH:7][N:6]=1, predict the reactants needed to synthesize it. The reactants are: [Cl:1][C:2]1[CH:27]=[CH:26][C:25]([Cl:28])=[CH:24][C:3]=1[O:4][C:5]1[C:10]([C:11]([N:13]2[C:22]3[C:17](=[CH:18][CH:19]=[CH:20][CH:21]=3)[C:16](=O)[CH2:15][CH2:14]2)=[O:12])=[CH:9][CH:8]=[CH:7][N:6]=1.Cl.[F:30][C:31]1([F:35])[CH2:34][NH:33][CH2:32]1.C(O)(=O)C.C(N(C(C)C)C(C)C)C.C(O[BH-](OC(=O)C)OC(=O)C)(=O)C.[Na+]. (4) Given the product [Br:63][C:4]1[CH:33]=[CH:32][CH:31]=[CH:30][C:5]=1[C:6]([NH:8][CH:9]([C:11]1[N:16]=[N:15][C:14]([NH:17][C:18]2[CH:23]=[C:22]([O:24][CH3:25])[C:21]([O:26][CH3:27])=[C:20]([O:28][CH3:29])[CH:19]=2)=[N:13][CH:12]=1)[CH3:10])=[O:7], predict the reactants needed to synthesize it. The reactants are: [N+]([C:4]1[CH:33]=[CH:32][CH:31]=[CH:30][C:5]=1[C:6]([NH:8][CH:9]([C:11]1[N:16]=[N:15][C:14]([NH:17][C:18]2[CH:23]=[C:22]([O:24][CH3:25])[C:21]([O:26][CH3:27])=[C:20]([O:28][CH3:29])[CH:19]=2)=[N:13][CH:12]=1)[CH3:10])=[O:7])([O-])=O.NC(C1N=NC(NC2C=C(OC)C(OC)=C(OC)C=2)=NC=1)C.C(N(CC)CC)C.[Br:63]C1C=CC=CC=1C(Cl)=O. (5) Given the product [OH:8][CH:9]1[CH2:29][CH2:28][C:12]2([NH:17][C:16]3[CH:18]=[C:19]([C:21]4[CH:22]=[N:23][NH:24][C:25]=4[CH3:26])[S:20][C:15]=3[C:14](=[O:27])[NH:13]2)[CH2:11][CH2:10]1, predict the reactants needed to synthesize it. The reactants are: [Si]([O:8][CH:9]1[CH2:29][CH2:28][C:12]2([NH:17][C:16]3[CH:18]=[C:19]([C:21]4[CH:22]=[N:23][NH:24][C:25]=4[CH3:26])[S:20][C:15]=3[C:14](=[O:27])[NH:13]2)[CH2:11][CH2:10]1)(C(C)(C)C)(C)C.[F-].C([N+](CCCC)(CCCC)CCCC)CCC.